From a dataset of Forward reaction prediction with 1.9M reactions from USPTO patents (1976-2016). Predict the product of the given reaction. (1) Given the reactants [C:1]([C:9]1[CH:16]=[CH:15][C:12]([CH:13]=O)=[CH:11][CH:10]=1)#[C:2][CH2:3][CH2:4][CH2:5][CH2:6][CH2:7][CH3:8].[Br:17][C:18]1[CH:25]=[CH:24][C:21]([CH2:22][NH2:23])=[CH:20][CH:19]=1, predict the reaction product. The product is: [Br:17][C:18]1[CH:25]=[CH:24][C:21]([CH2:22][NH:23][CH2:13][C:12]2[CH:15]=[CH:16][C:9]([C:1]#[C:2][CH2:3][CH2:4][CH2:5][CH2:6][CH2:7][CH3:8])=[CH:10][CH:11]=2)=[CH:20][CH:19]=1. (2) Given the reactants [CH:1]1([NH:4][C@H:5]2[CH2:10][CH2:9][C@H:8]([C:11]3[CH:12]=[N:13][CH:14]=[CH:15][CH:16]=3)[CH2:7][CH2:6]2)[CH2:3][CH2:2]1.[F:17][C:18]([F:32])([F:31])[C@:19]([C:22]1[CH:30]=[CH:29][C:25]([C:26](O)=[O:27])=[CH:24][CH:23]=1)([OH:21])[CH3:20].CCN=C=NCCCN(C)C.C1C=NC2N(O)N=NC=2C=1.C([O-])(O)=O.[Na+], predict the reaction product. The product is: [CH:1]1([N:4]([C@H:5]2[CH2:6][CH2:7][C@H:8]([C:11]3[CH:12]=[N:13][CH:14]=[CH:15][CH:16]=3)[CH2:9][CH2:10]2)[C:26](=[O:27])[C:25]2[CH:29]=[CH:30][C:22]([C@@:19]([OH:21])([CH3:20])[C:18]([F:17])([F:31])[F:32])=[CH:23][CH:24]=2)[CH2:2][CH2:3]1. (3) Given the reactants C([O-])([O-])=O.[Na+].[Na+].Br[C:8]1[CH:15]=[CH:14][C:11]([C:12]#[N:13])=[CH:10][N:9]=1.[OH:16][C:17]1[CH:22]=[CH:21][C:20](B(O)O)=[CH:19][CH:18]=1, predict the reaction product. The product is: [OH:16][C:17]1[CH:22]=[CH:21][C:20]([C:8]2[CH:15]=[CH:14][C:11]([C:12]#[N:13])=[CH:10][N:9]=2)=[CH:19][CH:18]=1. (4) Given the reactants [NH:1]1[CH:6]=[CH:5][CH:4]=[CH:3][C:2]1=[O:7].Br[C:9]1[S:10][C:11]([C:15]([NH:17][CH2:18][C:19]2[CH:20]=[N:21][CH:22]=[CH:23][CH:24]=2)=[O:16])=[C:12]([CH3:14])[N:13]=1, predict the reaction product. The product is: [CH3:14][C:12]1[N:13]=[C:9]([N:1]2[CH:6]=[CH:5][CH:4]=[CH:3][C:2]2=[O:7])[S:10][C:11]=1[C:15]([NH:17][CH2:18][C:19]1[CH:20]=[N:21][CH:22]=[CH:23][CH:24]=1)=[O:16].